Dataset: Forward reaction prediction with 1.9M reactions from USPTO patents (1976-2016). Task: Predict the product of the given reaction. (1) Given the reactants [CH2:1]([O:3][C:4]([C:6]1[C:7](=[O:25])[NH:8][C:9]([N:14]2[CH2:17][CH:16]([C:18]([O:20][C:21]([CH3:24])([CH3:23])[CH3:22])=[O:19])[CH2:15]2)=[C:10]([C:12]#[N:13])[CH:11]=1)=[O:5])[CH3:2].CI.[CH3:28]S(C)=O, predict the reaction product. The product is: [CH2:1]([O:3][C:4](=[O:5])[C:6]1[CH:11]=[C:10]([C:12]#[N:13])[C:9]([N:14]2[CH2:15][CH:16]([C:18]([O:20][C:21]([CH3:24])([CH3:23])[CH3:22])=[O:19])[CH2:17]2)=[N:8][C:7]=1[O:25][CH3:28])[CH3:2]. (2) Given the reactants [C:1]12[C:7](=[CH:8][CH:9]=[CH:10][CH:11]=1)[NH:6]C(=O)[O:4][C:2]2=O.[CH:13]([C:17]1[CH:23]=[CH:22][C:20]([NH2:21])=[CH:19][CH:18]=1)([CH2:15][CH3:16])[CH3:14], predict the reaction product. The product is: [NH2:6][C:7]1[CH:8]=[CH:9][CH:10]=[CH:11][C:1]=1[C:2]([NH:21][C:20]1[CH:22]=[CH:23][C:17]([CH:13]([CH2:15][CH3:16])[CH3:14])=[CH:18][CH:19]=1)=[O:4].